Dataset: Full USPTO retrosynthesis dataset with 1.9M reactions from patents (1976-2016). Task: Predict the reactants needed to synthesize the given product. Given the product [C:1]([C:3]1[C:4]([N:15]2[CH2:16][CH:17]3[CH:18]([CH2:20][N:21]([C:23]([NH:46][S:43]([C:37]4[CH:42]=[CH:41][CH:40]=[CH:39][CH:38]=4)(=[O:45])=[O:44])=[O:24])[CH2:22]3)[CH2:19]2)=[N:5][C:6]([CH3:14])=[C:7]([CH:8]=1)[C:9]([O:11][CH2:12][CH3:13])=[O:10])#[N:2], predict the reactants needed to synthesize it. The reactants are: [C:1]([C:3]1[C:4]([N:15]2[CH2:19][CH:18]3[CH2:20][N:21]([C:23](OC(C)(C)C)=[O:24])[CH2:22][CH:17]3[CH2:16]2)=[N:5][C:6]([CH3:14])=[C:7]([C:9]([O:11][CH2:12][CH3:13])=[O:10])[CH:8]=1)#[N:2].C(N(CC)CC)C.[C:37]1([S:43]([N:46]=C=O)(=[O:45])=[O:44])[CH:42]=[CH:41][CH:40]=[CH:39][CH:38]=1.